From a dataset of Forward reaction prediction with 1.9M reactions from USPTO patents (1976-2016). Predict the product of the given reaction. (1) Given the reactants [Br:1][C:2]1[CH:3]=[CH:4][C:5]2[N:6]([CH:8]=[C:9]([C:11]3[CH:16]=[CH:15][C:14]([Cl:17])=[CH:13][CH:12]=3)[N:10]=2)[CH:7]=1.[CH2:18]=O.[NH:20]1[CH2:25][CH2:24][O:23][CH2:22][CH2:21]1, predict the reaction product. The product is: [Br:1][C:2]1[CH:3]=[CH:4][C:5]2[N:6]([C:8]([CH2:18][N:20]3[CH2:25][CH2:24][O:23][CH2:22][CH2:21]3)=[C:9]([C:11]3[CH:16]=[CH:15][C:14]([Cl:17])=[CH:13][CH:12]=3)[N:10]=2)[CH:7]=1. (2) Given the reactants OC(C=C)C[O:4][C@H:5]1[CH2:10][CH2:9][C@H:8]([N:11]2[C:16](=[O:17])[C:15]([CH2:18][C:19]3[CH:24]=[CH:23][C:22]([C:25]4[C:26]([C:31]#[N:32])=[CH:27][CH:28]=[CH:29][CH:30]=4)=[CH:21][CH:20]=3)=[C:14]([CH2:33][CH2:34][CH3:35])[N:13]3[N:36]=[CH:37][N:38]=[C:12]23)[CH2:7][CH2:6]1.N1C(C)=CC=[CH:43][C:42]=1[CH3:48].FC(F)(F)S([O:54][Si:55]([C:58]([CH3:61])([CH3:60])[CH3:59])([CH3:57])[CH3:56])(=O)=O.Cl.I([O-])(=O)(=O)=[O:66].[Na+], predict the reaction product. The product is: [Si:55]([O:54][CH:42]([CH:43]=[O:66])[CH2:48][O:4][C@H:5]1[CH2:6][CH2:7][C@H:8]([N:11]2[C:16](=[O:17])[C:15]([CH2:18][C:19]3[CH:20]=[CH:21][C:22]([C:25]4[C:26]([C:31]#[N:32])=[CH:27][CH:28]=[CH:29][CH:30]=4)=[CH:23][CH:24]=3)=[C:14]([CH2:33][CH2:34][CH3:35])[N:13]3[N:36]=[CH:37][N:38]=[C:12]23)[CH2:9][CH2:10]1)([C:58]([CH3:61])([CH3:60])[CH3:59])([CH3:57])[CH3:56]. (3) The product is: [Cl:1][C:2]1[CH:9]=[CH:8][C:5]([CH2:6][C:12]#[N:13])=[C:4]([O:10][CH3:11])[CH:3]=1. Given the reactants [Cl:1][C:2]1[CH:9]=[CH:8][C:5]([CH2:6]Cl)=[C:4]([O:10][CH3:11])[CH:3]=1.[C-:12]#[N:13].[Na+], predict the reaction product. (4) The product is: [C:24]([C:23]1[CH:22]=[CH:21][C:20]([N:19]2[C:15]([C:12]3[C:13](=[O:14])[N:8]([CH2:7][CH2:6][CH2:5][CH2:4][CH2:3][NH:2][C:47](=[O:49])[CH3:48])[C:9](=[O:39])[N:10]([C:29]4[CH:34]=[CH:33][CH:32]=[C:31]([C:35]([F:36])([F:38])[F:37])[CH:30]=4)[C:11]=3[CH3:28])=[CH:16][CH:17]=[N:18]2)=[CH:27][CH:26]=1)#[N:25]. Given the reactants Cl.[NH2:2][CH2:3][CH2:4][CH2:5][CH2:6][CH2:7][N:8]1[C:13](=[O:14])[C:12]([C:15]2[N:19]([C:20]3[CH:27]=[CH:26][C:23]([C:24]#[N:25])=[CH:22][CH:21]=3)[N:18]=[CH:17][CH:16]=2)=[C:11]([CH3:28])[N:10]([C:29]2[CH:34]=[CH:33][CH:32]=[C:31]([C:35]([F:38])([F:37])[F:36])[CH:30]=2)[C:9]1=[O:39].C(N(CC)CC)C.[C:47](Cl)(=[O:49])[CH3:48].C(=O)([O-])O.[Na+], predict the reaction product. (5) Given the reactants [CH3:1][O:2][C:3](=[O:21])[C:4]1[CH:9]=[CH:8][C:7]([CH2:10][NH:11]C2CCC(C(O)=O)CC2)=[CH:6][CH:5]=1.[F:22][C:23]([F:35])([F:34])[O:24][C:25]1[CH:30]=[CH:29][C:28]([N:31]=[C:32]=[O:33])=[CH:27][CH:26]=1, predict the reaction product. The product is: [CH3:1][O:2][C:3](=[O:21])[C:4]1[CH:5]=[CH:6][C:7]([CH:10]([NH:11][C:32]([NH:31][C:28]2[CH:27]=[CH:26][C:25]([O:24][C:23]([F:34])([F:35])[F:22])=[CH:30][CH:29]=2)=[O:33])[CH:7]2[CH2:8][CH2:9][CH:4]([C:3]([OH:21])=[O:2])[CH2:5][CH2:6]2)=[CH:8][CH:9]=1. (6) Given the reactants [O:1]1[C:8]2[CH:7]=[C:6]([C:9]([OH:11])=[O:10])[NH:5][C:4]=2[CH:3]=[CH:2]1.[CH3:12][CH:13]([CH3:17])[CH2:14][CH2:15]O, predict the reaction product. The product is: [O:1]1[C:8]2[CH:7]=[C:6]([C:9]([O:11][CH2:15][CH2:14][CH:13]([CH3:17])[CH3:12])=[O:10])[NH:5][C:4]=2[CH:3]=[CH:2]1. (7) Given the reactants C1(C[N:5]([C:15]2[C:16]([S:34][CH3:35])=[N:17][N:18]3[C:23]([C:24]4[C:29]([CH3:30])=[CH:28][C:27]([CH3:31])=[CH:26][C:25]=4[O:32][CH3:33])=[CH:22][CH:21]=[CH:20][C:19]=23)[CH2:6][C:7]2[C:8]([O:13]C)=[N:9][CH:10]=[CH:11][CH:12]=2)CC1.Cl.C(O[CH2:41][CH3:42])(=O)C.C(=O)([O-])O.[Na+].[C:48](OCC)(=O)[CH3:49], predict the reaction product. The product is: [CH:41]1([CH2:42][CH:6]([NH:5][C:15]2[C:16]([S:34][CH3:35])=[N:17][N:18]3[C:23]([C:24]4[C:29]([CH3:30])=[CH:28][C:27]([CH3:31])=[CH:26][C:25]=4[O:32][CH3:33])=[CH:22][CH:21]=[CH:20][C:19]=23)[C:7]2[C:8]([OH:13])=[N:9][CH:10]=[CH:11][CH:12]=2)[CH2:49][CH2:48]1. (8) Given the reactants [C:1]([O:5][C:6](=[O:33])[NH:7][CH:8]1[CH2:13][CH2:12][CH:11]([NH:14][C:15](=[O:32])[C:16]2[CH:21]=[C:20]([OH:22])[CH:19]=[C:18]([O:23][C:24]3[CH:29]=[CH:28][C:27]([C:30]#[N:31])=[CH:26][CH:25]=3)[CH:17]=2)[CH2:10][CH2:9]1)([CH3:4])([CH3:3])[CH3:2].Cl[C:35]1[CH:40]=[CH:39][C:38]([N+:41]([O-:43])=[O:42])=[CH:37][CH:36]=1, predict the reaction product. The product is: [C:1]([O:5][C:6](=[O:33])[NH:7][CH:8]1[CH2:13][CH2:12][CH:11]([NH:14][C:15](=[O:32])[C:16]2[CH:21]=[C:20]([O:22][C:35]3[CH:40]=[CH:39][C:38]([N+:41]([O-:43])=[O:42])=[CH:37][CH:36]=3)[CH:19]=[C:18]([O:23][C:24]3[CH:29]=[CH:28][C:27]([C:30]#[N:31])=[CH:26][CH:25]=3)[CH:17]=2)[CH2:10][CH2:9]1)([CH3:4])([CH3:2])[CH3:3]. (9) Given the reactants N1CCC[C@H]1C(O)=O.[CH3:9][C@:10]1([C:16]([OH:18])=[O:17])[CH2:14][CH2:13][C:12](=[O:15])[NH:11]1, predict the reaction product. The product is: [CH3:9][C@@:10]1([C:16]([OH:18])=[O:17])[CH2:14][CH2:13][C:12](=[O:15])[NH:11]1. (10) Given the reactants Cl[C:2]1[N:7]=[C:6]2[CH2:8][CH2:9][CH2:10][C:5]2=[C:4]([Cl:11])[CH:3]=1.[Cl:12][C:13]1[CH:14]=[C:15](B(O)O)[CH:16]=[CH:17][C:18]=1[F:19], predict the reaction product. The product is: [Cl:11][C:4]1[CH:3]=[C:2]([C:15]2[CH:16]=[CH:17][C:18]([F:19])=[C:13]([Cl:12])[CH:14]=2)[N:7]=[C:6]2[CH2:8][CH2:9][CH2:10][C:5]=12.